The task is: Predict which catalyst facilitates the given reaction.. This data is from Catalyst prediction with 721,799 reactions and 888 catalyst types from USPTO. (1) Reactant: [Br:1][C:2]1[CH:10]=[C:9]2[C:5]([C:6]([C:11]([OH:13])=O)=[N:7][NH:8]2)=[CH:4][CH:3]=1.C[CH2:15][N:16]=[C:17]=NCCCN(C)C.Cl.CNC.C1COCC1. Product: [Br:1][C:2]1[CH:10]=[C:9]2[C:5]([C:6]([C:11]([N:16]([CH3:17])[CH3:15])=[O:13])=[N:7][NH:8]2)=[CH:4][CH:3]=1. The catalyst class is: 3. (2) Reactant: [NH2:1][C:2]1[CH:3]=[C:4]([CH:28]=[CH:29][CH:30]=1)[O:5][C:6]1[C:11]([O:12][CH3:13])=[CH:10][N:9]=[C:8]([NH:14][C:15]2[CH:20]=[CH:19][C:18]([N:21]3[CH2:26][CH2:25][N:24]([CH3:27])[CH2:23][CH2:22]3)=[CH:17][CH:16]=2)[N:7]=1.CCN(C(C)C)C(C)C.[C:40](Cl)(=[O:43])[CH:41]=[CH2:42]. Product: [CH3:13][O:12][C:11]1[C:6]([O:5][C:4]2[CH:3]=[C:2]([NH:1][C:40](=[O:43])[CH:41]=[CH2:42])[CH:30]=[CH:29][CH:28]=2)=[N:7][C:8]([NH:14][C:15]2[CH:16]=[CH:17][C:18]([N:21]3[CH2:26][CH2:25][N:24]([CH3:27])[CH2:23][CH2:22]3)=[CH:19][CH:20]=2)=[N:9][CH:10]=1. The catalyst class is: 92. (3) Reactant: [NH2:1][C:2]1[S:6][C:5]([C:7]2[CH:12]=[C:11]([Cl:13])[CH:10]=[C:9]([Cl:14])[C:8]=2[OH:15])=[N:4][N:3]=1.[NH2:16][C:17]1[CH:33]=[CH:32][C:20]([C:21](C2C=CC=CC=2C(O)=O)=[O:22])=[CH:19][CH:18]=1.[CH:34]1[CH:35]=[CH:36][C:37]2N(O)N=N[C:38]=2[CH:39]=1.CCN(C(C)C)C(C)C.CCN=C=NCCCN(C)C.CN([CH:67]=[O:68])C. Product: [C:67]([NH:16][C:17]1[CH:18]=[CH:19][C:20]([C:21]([NH:1][C:2]2[S:6][C:5]([C:7]3[CH:12]=[C:11]([Cl:13])[CH:10]=[C:9]([Cl:14])[C:8]=3[OH:15])=[N:4][N:3]=2)=[O:22])=[CH:32][CH:33]=1)(=[O:68])[C:38]1[CH:37]=[CH:36][CH:35]=[CH:34][CH:39]=1. The catalyst class is: 6. (4) Reactant: Br[CH2:2][CH2:3][CH2:4][N:5]=[C:6]=[S:7].C(=O)([O-])[O-].[Na+].[Na+].[F:14][C:15]1[CH:20]=[CH:19][C:18]([C:21]2[N:25]=[C:24]([C:26]3[CH:31]=[CH:30][C:29]([F:32])=[CH:28][CH:27]=3)[N:23]([CH2:33][C:34]([N:36]3[CH2:41][CH2:40][NH:39][CH2:38][CH2:37]3)=[O:35])[N:22]=2)=[CH:17][CH:16]=1. Product: [F:14][C:15]1[CH:16]=[CH:17][C:18]([C:21]2[N:25]=[C:24]([C:26]3[CH:27]=[CH:28][C:29]([F:32])=[CH:30][CH:31]=3)[N:23]([CH2:33][C:34]([N:36]3[CH2:37][CH2:38][N:39]([C:6]4[S:7][CH2:2][CH2:3][CH2:4][N:5]=4)[CH2:40][CH2:41]3)=[O:35])[N:22]=2)=[CH:19][CH:20]=1. The catalyst class is: 22. (5) Reactant: C(OC([N:8]1[CH2:14][CH2:13][CH2:12][C@@H:9]1[CH:10]=O)=O)(C)(C)C.[NH:15]1[C:19]2[CH:20]=[CH:21][CH:22]=[CH:23][C:18]=2[N:17]=[C:16]1[CH2:24][N:25]([CH:35]1[C:44]2[N:43]=[CH:42][CH:41]=[CH:40][C:39]=2[CH2:38][CH2:37][CH2:36]1)[CH2:26][C:27]1[CH:32]=[CH:31][C:30]([CH2:33][NH2:34])=[CH:29][CH:28]=1.C(O[BH-](OC(=O)C)OC(=O)C)(=O)C.[Na+]. Product: [NH:15]1[C:19]2[CH:20]=[CH:21][CH:22]=[CH:23][C:18]=2[N:17]=[C:16]1[CH2:24][N:25]([CH2:26][C:27]1[CH:32]=[CH:31][C:30]([CH2:33][NH:34][CH2:10][CH:9]2[CH2:12][CH2:13][CH2:14][NH:8]2)=[CH:29][CH:28]=1)[CH:35]1[C:44]2[N:43]=[CH:42][CH:41]=[CH:40][C:39]=2[CH2:38][CH2:37][CH2:36]1. The catalyst class is: 2. (6) Reactant: [F:1][C:2]([F:22])([F:21])[C:3]1[C:8]([CH2:9]O)=[CH:7][N:6]=[C:5]([C:11]2[CH:16]=[CH:15][C:14]([C:17]([F:20])([F:19])[F:18])=[CH:13][CH:12]=2)[N:4]=1.S(Cl)([Cl:25])=O. Product: [Cl:25][CH2:9][C:8]1[C:3]([C:2]([F:22])([F:21])[F:1])=[N:4][C:5]([C:11]2[CH:16]=[CH:15][C:14]([C:17]([F:20])([F:19])[F:18])=[CH:13][CH:12]=2)=[N:6][CH:7]=1. The catalyst class is: 4. (7) Reactant: [F:1][C:2]1[CH:27]=[CH:26][CH:25]=[CH:24][C:3]=1[CH2:4][N:5]1[C:9]2=[N:10][CH:11]=[CH:12][CH:13]=[C:8]2[C:7]([C:14]2[N:22]=[C:21]3[C:17]([N:18]=[CH:19][NH:20]3)=[C:16]([NH2:23])[N:15]=2)=[N:6]1.CCN(P1(N(C)CCCN1C)=NC(C)(C)C)CC.ClC(Cl)(Cl)S(O[CH2:52][C:53]([F:56])([F:55])[F:54])(=O)=O. Product: [F:1][C:2]1[CH:27]=[CH:26][CH:25]=[CH:24][C:3]=1[CH2:4][N:5]1[C:9]2=[N:10][CH:11]=[CH:12][CH:13]=[C:8]2[C:7]([C:14]2[N:22]=[C:21]3[C:17]([N:18]=[CH:19][N:20]3[CH2:52][C:53]([F:56])([F:55])[F:54])=[C:16]([NH2:23])[N:15]=2)=[N:6]1. The catalyst class is: 9. (8) Reactant: [CH3:1][C:2]1[CH:3]=[C:4]([C:19]2[S:23][C:22]([C:24]3(O)[CH2:29][CH2:28][S:27](=[O:31])(=[O:30])[CH2:26][CH2:25]3)=[N:21][CH:20]=2)[CH:5]=[C:6]([NH:8][C:9]2[N:14]=[C:13]([C:15]([F:18])([F:17])[F:16])[CH:12]=[CH:11][N:10]=2)[CH:7]=1.CS(O)(=O)=O.O=P12OP3(OP(OP(O3)(O1)=O)(=O)O2)=O.C([O-])(O)=O.[Na+]. Product: [O:31]=[S:27]1(=[O:30])[CH2:26][CH:25]=[C:24]([C:22]2[S:23][C:19]([C:4]3[CH:5]=[C:6]([NH:8][C:9]4[N:14]=[C:13]([C:15]([F:18])([F:17])[F:16])[CH:12]=[CH:11][N:10]=4)[CH:7]=[C:2]([CH3:1])[CH:3]=3)=[CH:20][N:21]=2)[CH2:29][CH2:28]1. The catalyst class is: 6. (9) Reactant: [S:1]1[CH2:6][CH2:5][CH:4]([C:7]([C:9]2[S:13][C:12]([NH2:14])=[N:11][C:10]=2[C:15]2[O:16][CH:17]=[CH:18][CH:19]=2)=[O:8])[CH2:3][CH2:2]1.[C:20](O)(=[O:27])[C:21]1[CH:26]=[CH:25][N:24]=[CH:23][CH:22]=1.CCN=C=NCCCN(C)C.Cl.O.ON1C2C=CC=CC=2N=N1. Product: [O:16]1[CH:17]=[CH:18][CH:19]=[C:15]1[C:10]1[N:11]=[C:12]([NH:14][C:20]([C:21]2[CH:26]=[CH:25][N:24]=[CH:23][CH:22]=2)=[O:27])[S:13][C:9]=1[C:7]([CH:4]1[CH2:5][CH2:6][S:1][CH2:2][CH2:3]1)=[O:8]. The catalyst class is: 18.